From a dataset of Forward reaction prediction with 1.9M reactions from USPTO patents (1976-2016). Predict the product of the given reaction. (1) The product is: [NH2:1][C:2]1[C:3]2[N:4]([C:14]([CH3:13])=[C:15]([CH3:16])[N:11]=2)[CH:5]=[C:6]([C:7]([NH2:9])=[O:8])[CH:10]=1. Given the reactants [NH2:1][C:2]1[C:3]([NH2:11])=[N:4][CH:5]=[C:6]([CH:10]=1)[C:7]([NH2:9])=[O:8].Br[CH2:13][C:14](=O)[CH2:15][CH3:16], predict the reaction product. (2) Given the reactants [CH3:1][NH:2][CH2:3][C:4]1[S:8][C:7]([NH:9][C:10](=[O:12])[CH3:11])=[N:6][C:5]=1/[CH:13]=[CH:14]\[C:15]1[CH:20]=[CH:19][C:18]([N+:21]([O-:23])=[O:22])=[CH:17][CH:16]=1.C(N(CC)C(C)C)(C)C.[F:40][C:39]([F:42])([F:41])[C:38](O[C:38](=[O:43])[C:39]([F:42])([F:41])[F:40])=[O:43].C([O-])(O)=O.[Na+], predict the reaction product. The product is: [C:10]([NH:9][C:7]1[S:8][C:4]([CH2:3][N:2]([CH3:1])[C:38](=[O:43])[C:39]([F:40])([F:41])[F:42])=[C:5](/[CH:13]=[CH:14]\[C:15]2[CH:20]=[CH:19][C:18]([N+:21]([O-:23])=[O:22])=[CH:17][CH:16]=2)[N:6]=1)(=[O:12])[CH3:11]. (3) The product is: [CH:17]1([C:7]([CH:1]2[CH2:6][CH2:5][CH2:4][CH2:3][CH2:2]2)=[CH:8][CH2:9][C:10]2[CH:11]=[CH:12][CH:13]=[CH:14][CH:15]=2)[CH2:18][CH2:19][CH2:20][CH2:21][CH2:22]1. Given the reactants [CH:1]1([C:7]([CH:17]2[CH2:22][CH2:21][CH2:20][CH2:19][CH2:18]2)(O)[CH2:8][CH2:9][C:10]2[CH:15]=[CH:14][CH:13]=[CH:12][CH:11]=2)[CH2:6][CH2:5][CH2:4][CH2:3][CH2:2]1.C(N(CC)CC)C.CS(Cl)(=O)=O, predict the reaction product. (4) Given the reactants FC(F)(F)C(O)=O.[NH2:8][C@H:9]([C:19]1[C:24]([C:25]2[CH:26]=[C:27]([CH:31]=[CH:32][CH:33]=2)[C:28]([NH2:30])=[O:29])=[CH:23][CH:22]=[CH:21][N:20]=1)[CH2:10][C:11]1[CH:16]=[C:15]([F:17])[CH:14]=[C:13]([F:18])[CH:12]=1.[O:34]=[C:35]1[C:43]2([CH2:45][CH:44]2[C:46](O)=[O:47])[C:42]2[C:37](=[CH:38][CH:39]=[CH:40][CH:41]=2)[NH:36]1, predict the reaction product. The product is: [C:28]([C:27]1[CH:26]=[C:25]([C:24]2[C:19]([C@@H:9]([NH:8][C:46]([CH:44]3[C:43]4([C:42]5[C:37](=[CH:38][CH:39]=[CH:40][CH:41]=5)[NH:36][C:35]4=[O:34])[CH2:45]3)=[O:47])[CH2:10][C:11]3[CH:12]=[C:13]([F:18])[CH:14]=[C:15]([F:17])[CH:16]=3)=[N:20][CH:21]=[CH:22][CH:23]=2)[CH:33]=[CH:32][CH:31]=1)(=[O:29])[NH2:30]. (5) Given the reactants [CH3:1][S:2]([NH2:5])(=[O:4])=[O:3].[H-].[Na+].[C:8]([C:10]1[CH:11]=[C:12]([CH:16]2[CH2:25][C:24]([CH3:27])([CH3:26])[C:23]3[C:18](=[CH:19][CH:20]=[C:21]([C:28](O)=[O:29])[CH:22]=3)[NH:17]2)[CH:13]=[CH:14][CH:15]=1)#[N:9].C(N1C=CN=C1)(N1C=CN=C1)=O, predict the reaction product. The product is: [C:8]([C:10]1[CH:11]=[C:12]([CH:16]2[CH2:25][C:24]([CH3:26])([CH3:27])[C:23]3[C:18](=[CH:19][CH:20]=[C:21]([C:28]([NH:5][S:2]([CH3:1])(=[O:4])=[O:3])=[O:29])[CH:22]=3)[NH:17]2)[CH:13]=[CH:14][CH:15]=1)#[N:9]. (6) Given the reactants Cl[C:2]1[N:7]=[CH:6][NH:5][C:4]2=[N:8][CH:9]=[CH:10][C:3]=12.[CH2:11]([N:18]1[CH2:23][CH2:22][CH:21]([CH3:24])[CH:20]([NH:25][CH3:26])[CH2:19]1)[C:12]1[CH:17]=[CH:16][CH:15]=[CH:14][CH:13]=1, predict the reaction product. The product is: [CH2:11]([N:18]1[CH2:23][CH2:22][CH:21]([CH3:24])[CH:20]([N:25]([CH3:26])[C:2]2[C:3]3[CH:10]=[CH:9][NH:8][C:4]=3[N:5]=[CH:6][N:7]=2)[CH2:19]1)[C:12]1[CH:13]=[CH:14][CH:15]=[CH:16][CH:17]=1. (7) Given the reactants [CH3:1][N:2](C=O)C.C1(S([N:15]2[C:19]3[CH:20]=[N:21][C:22]([C:33]#[N:34])=[C:23]([O:24][CH:25]4[CH2:30][CH2:29][N:28]([CH2:31][CH3:32])[CH2:27][CH2:26]4)[C:18]=3[C:17]3[CH:35]=[C:36](Br)[CH:37]=[N:38][C:16]2=3)(=O)=O)C=CC=CC=1.C(N(CC)CC)C, predict the reaction product. The product is: [CH2:31]([N:28]1[CH2:27][CH2:26][CH:25]([O:24][C:23]2[C:18]3[C:17]4[CH:35]=[C:36]([C:1]#[N:2])[CH:37]=[N:38][C:16]=4[NH:15][C:19]=3[CH:20]=[N:21][C:22]=2[C:33]#[N:34])[CH2:30][CH2:29]1)[CH3:32]. (8) Given the reactants [NH2:1][C:2]1[CH:10]=[CH:9][C:5]2[N:6]=[CH:7][S:8][C:4]=2[CH:3]=1.[Br:11]Br.CCOC(C)=O.CCCCCC, predict the reaction product. The product is: [Br:11][C:3]1[C:4]2[S:8][CH:7]=[N:6][C:5]=2[CH:9]=[CH:10][C:2]=1[NH2:1].